From a dataset of Catalyst prediction with 721,799 reactions and 888 catalyst types from USPTO. Predict which catalyst facilitates the given reaction. (1) Reactant: C1C=CC(P(C2C=CC=CC=2)C2C=CC=CC=2)=CC=1.[I:20]I.N1C=CN=C1.[CH3:27][O:28][C:29](=[O:40])[CH2:30][CH2:31][C:32]1[CH:37]=[CH:36][CH:35]=[C:34]([CH2:38]O)[CH:33]=1. Product: [CH3:27][O:28][C:29](=[O:40])[CH2:30][CH2:31][C:32]1[CH:37]=[CH:36][CH:35]=[C:34]([CH2:38][I:20])[CH:33]=1. The catalyst class is: 26. (2) Reactant: [H-].[Na+].[C:3]1([OH:9])[CH:8]=[CH:7][CH:6]=[CH:5][CH:4]=1.Cl[C:11]1[C:16]([N+:17]([O-:19])=[O:18])=[C:15]([NH:20][CH2:21][CH2:22][CH2:23][CH2:24][CH2:25][OH:26])[C:14]([CH3:27])=[C:13]([CH3:28])[N:12]=1. Product: [O-:9][C:3]1[CH:8]=[CH:7][CH:6]=[CH:5][CH:4]=1.[CH3:28][C:13]1[C:14]([CH3:27])=[C:15]([NH:20][CH2:21][CH2:22][CH2:23][CH2:24][CH2:25][OH:26])[C:16]([N+:17]([O-:19])=[O:18])=[C:11]([O:9][C:3]2[CH:8]=[CH:7][CH:6]=[CH:5][CH:4]=2)[N:12]=1. The catalyst class is: 7. (3) Reactant: [N:1]1[CH:6]=[CH:5][CH:4]=[C:3]([C:7]2[CH:15]=[CH:14][CH:13]=[C:12]3[C:8]=2[CH2:9][C:10](=[O:16])[NH:11]3)[CH:2]=1.[CH3:17][C:18]1[C:22]([C:23]([N:25]2[CH2:30][CH2:29][N:28]([CH3:31])[CH2:27][CH2:26]2)=[O:24])=[C:21]([CH3:32])[NH:20][C:19]=1[CH:33]=O.N1CCCCC1. Product: [CH3:17][C:18]1[C:22]([C:23]([N:25]2[CH2:26][CH2:27][N:28]([CH3:31])[CH2:29][CH2:30]2)=[O:24])=[C:21]([CH3:32])[NH:20][C:19]=1[CH:33]=[C:9]1[C:8]2[C:12](=[CH:13][CH:14]=[CH:15][C:7]=2[C:3]2[CH:2]=[N:1][CH:6]=[CH:5][CH:4]=2)[NH:11][C:10]1=[O:16]. The catalyst class is: 8. (4) Reactant: Br[CH2:2][CH:3]1[O:7][C:6]([CH3:9])([CH3:8])[CH2:5][CH2:4]1.[N-:10]=[N+:11]=[N-:12].[Na+]. Product: [N:10]([CH2:2][CH:3]1[O:7][C:6]([CH3:9])([CH3:8])[CH2:5][CH2:4]1)=[N+:11]=[N-:12]. The catalyst class is: 3.